Predict the reactants needed to synthesize the given product. From a dataset of Full USPTO retrosynthesis dataset with 1.9M reactions from patents (1976-2016). (1) The reactants are: [Cl:1][C:2]1[CH:3]=[C:4]([NH:22][C:23](=[O:28])[CH2:24][C:25]([OH:27])=[O:26])[CH:5]=[C:6]([CH3:21])[C:7]=1[O:8][C:9]1[CH:10]=[C:11]2[C:15](=[CH:16][CH:17]=1)[NH:14][CH:13]=[C:12]2[CH:18]([CH3:20])[CH3:19].[OH-].[Na+:30]. Given the product [Cl:1][C:2]1[CH:3]=[C:4]([NH:22][C:23](=[O:28])[CH2:24][C:25]([O-:27])=[O:26])[CH:5]=[C:6]([CH3:21])[C:7]=1[O:8][C:9]1[CH:10]=[C:11]2[C:15](=[CH:16][CH:17]=1)[NH:14][CH:13]=[C:12]2[CH:18]([CH3:19])[CH3:20].[Na+:30], predict the reactants needed to synthesize it. (2) Given the product [CH3:1][C@H:2]([C:14]([C:16]1[CH:17]=[CH:18][CH:19]=[CH:20][CH:21]=1)=[CH2:15])[C@H:3]([NH:7][C:8](=[O:13])[C:9]([F:12])([F:11])[F:10])[C:4]([O:6][CH3:22])=[O:5], predict the reactants needed to synthesize it. The reactants are: [CH3:1][C@H:2]([C:14]([C:16]1[CH:21]=[CH:20][CH:19]=[CH:18][CH:17]=1)=[CH2:15])[C@H:3]([NH:7][C:8](=[O:13])[C:9]([F:12])([F:11])[F:10])[C:4]([OH:6])=[O:5].[CH3:22][Si](C=[N+]=[N-])(C)C. (3) Given the product [OH:17][C:15]1[C:14]([C:13]([O:20][CH3:21])=[O:19])=[CH:7][C:6]2[C:5](=[N:12][CH:11]=[CH:10][CH:9]=2)[N:4]=1, predict the reactants needed to synthesize it. The reactants are: C[O-].[Na+].[NH2:4][C:5]1[N:12]=[CH:11][CH:10]=[CH:9][C:6]=1[CH:7]=O.[C:13]([O:20][CH3:21])(=[O:19])[CH2:14][C:15]([O:17]C)=O. (4) Given the product [CH3:17][C:3]1[S:4][C:5]([C:7]2[CH:12]=[CH:11][C:10]([C:13]([F:16])([F:15])[F:14])=[CH:9][CH:8]=2)=[CH:6][C:2]=1[CH2:1][OH:23], predict the reactants needed to synthesize it. The reactants are: [CH3:1][C:2]1[CH:6]=[C:5]([C:7]2[CH:12]=[CH:11][C:10]([C:13]([F:16])([F:15])[F:14])=[CH:9][CH:8]=2)[S:4][C:3]=1[C:17](OCC)=O.Br([O-])(=O)=[O:23].[Na+].S(=O)(O)[O-].[Na+]. (5) Given the product [CH2:20]([C:6]12[C:4](=[O:3])[N:28]([CH3:27])[N:29]=[C:11]1[CH2:10][CH2:9][NH:8][CH2:7]2)[C:21]1[CH:26]=[CH:25][CH:24]=[CH:23][CH:22]=1, predict the reactants needed to synthesize it. The reactants are: C([O:3][C:4]([C:6]1([CH2:20][C:21]2[CH:26]=[CH:25][CH:24]=[CH:23][CH:22]=2)[C:11](=O)[CH2:10][CH2:9][N:8](C(OC(C)(C)C)=O)[CH2:7]1)=O)C.[CH3:27][NH:28][NH2:29].C(O)(=O)C.